From a dataset of Experimentally validated miRNA-target interactions with 360,000+ pairs, plus equal number of negative samples. Binary Classification. Given a miRNA mature sequence and a target amino acid sequence, predict their likelihood of interaction. (1) The miRNA is hsa-miR-214-3p with sequence ACAGCAGGCACAGACAGGCAGU. The protein sequence of the target gene is MAAVLGALGATRRLLAALRGQSLGLAAMSSGTHRLTAEERNQAILDLKAAGWSELSERDAIYKEFSFHNFNQAFGFMSRVALQAEKMNHHPEWFNVYNKVQITLTSHDCGELTKKDVKLAKFIEKAAASV. Result: 1 (interaction). (2) The miRNA is hsa-miR-449b-5p with sequence AGGCAGUGUAUUGUUAGCUGGC. The protein sequence of the target gene is MANVPWAEVCEKFQAALALSRVELHKNPEKEPYKSKYSARALLEEVKALLGPAPEDEDERPEAEDGPGAGDHALGLPAEVVEPEGPVAQRAVRLAVIEFHLGVNHIDTEELSAGEEHLVKCLRLLRRYRLSHDCISLCIQAQNNLGILWSEREEIETAQAYLESSEALYNQYMKEVGSPPLDPTERFLPEEEKLTEQERSKRFEKVYTHNLYYLAQVYQHLEMFEKAAHYCHSTLKRQLEHNAYHPIEWAINAATLSQFYINKLCFMEARHCLSAANVIFGQTGKISATEDTPEAEGEVP.... Result: 0 (no interaction). (3) The miRNA is hsa-miR-6871-3p with sequence CAGCACCCUGUGGCUCCCACAG. The protein sequence of the target gene is MDDDKPFQPKNISKMAELFMECEEEELEPWQKKVEETQDEDDDELIFVGEISSSKPAISNILNRGHSSSSSKGIKSEPHSPGIPEIFRTASQRCRDPPSNPVAASPRFHLVSKSSQSSVTVENASKPDFTKNSQVGSDNSSILLFDSTQESLPPSQDIPAIFREGMKNTSYVLKHPSTSKVNSVTPKKPKTSEDVPQINPSTSLPLIGSPPVTSSQVMLSKGTNTSSPYDAGADYLRACPKCNVQFNLLDPLKYHMKHCCPDMITKFLGVIVKSERPCDEDKTDSETGKLIMLVNEFYYG.... Result: 0 (no interaction). (4) Result: 0 (no interaction). The protein sequence of the target gene is MMTSVGTNRARGNWEQPQNQNQTQHKQRPQATAEQIRLAQMISDHNDADFEEKVKQLIDITGKNQDECVIALHDCNGDVNRAINVLLEGNPDTHSWEMVGKKKGVSGQKDGGQTESNEEGKENRDRDRDYSRRRGGPPRRGRGASRGREFRGQENGLDGTKSGGPSGRGTDRGRRGRGRGRGSSGRRGGRFSAQGMGTFNPADYAEPANTDDNYGNSSGNTWNNTGHFEPDDGTRLDFIGVEGSNYPRKFETAPGAWRTATEEWGTEDWNEDLSETKIFTASNVSSVPLPAENVTITAGQ.... The miRNA is hsa-miR-3690 with sequence ACCUGGACCCAGCGUAGACAAAG. (5) The miRNA is hsa-miR-892c-5p with sequence UAUUCAGAAAGGUGCCAGUCA. The protein sequence of the target gene is MAAVVQQNDLVFEFASNVMEDERQLGDPAIFPAVIVEHVPGADILNSYAGLACVEEPNDMITESSLDVAEEEIIDDDDDDITLTVEASCHDGDETIETIEAAEALLNMDSPGPMLDEKRINNNIFSSPEDDMVVAPVTHVSVTLDGIPEVMETQQVQEKYADSPGASSPEQPKRKKGRKTKPPRPDSPATTPNISVKKKNKDGKGNTIYLWEFLLALLQDKATCPKYIKWTQREKGIFKLVDSKAVSRLWGKHKNKPDMNYETMGRALRYYYQRGILAKVEGQRLVYQFKEMPKDLIYIN.... Result: 0 (no interaction). (6) The miRNA is mmu-miR-292a-5p with sequence ACUCAAACUGGGGGCUCUUUUG. The protein sequence of the target gene is MAVSTGVKVPRNFRLLEELEEGQKGVGDGTVSWGLEDDEDMTLTRWTGMIIGPPRTNYENRIYSLKVECGSKYPEAPPSVRFVTKINMNGINNSSGMVDARSIPVLAKWQNSYSIKVILQELRRLMMSKENMKLPQPPEGQTYNN. Result: 1 (interaction). (7) The miRNA is hsa-miR-661 with sequence UGCCUGGGUCUCUGGCCUGCGCGU. Result: 1 (interaction). The protein sequence of the target gene is MSSLHKSRIADFQDVLKEPSIALEKLRELSFSGIPCEGGLRCLCWKILLNYLPLERASWTSILAKQRELYAQFLREMIIQPGIAKANMGVSREDVTFEDHPLNPNPDSRWNTYFKDNEVLLQIDKDVRRLCPDISFFQRATDYPCLLILDPQNEFETLRKRVEQTTLKSQTVARNRSGVTNMSSPHKNSVPSSLNEYEVLPNGCEAHWEVVERILFIYAKLNPGIAYVQGMNEIVGPLYYTFATDPNSEWKEHAEADTFFCFTNLMAEIRDNFIKSLDDSQCGITYKMEKVYSTLKDKDV....